This data is from Forward reaction prediction with 1.9M reactions from USPTO patents (1976-2016). The task is: Predict the product of the given reaction. (1) Given the reactants Cl.[NH2:2][C@@H:3]1[C:9](=[O:10])[NH:8][C:7]2[CH:11]=[CH:12][CH:13]=[CH:14][C:6]=2[O:5][CH2:4]1.[Cl:15][C:16]1[CH:17]=[C:18]2[C:22](=[CH:23][CH:24]=1)[NH:21][C:20]([C:25](O)=[O:26])=[CH:19]2.ON1C2N=CC=CC=2N=N1.Cl.CN(C)CCCN=C=NCC.C(N(C(C)C)CC)(C)C, predict the reaction product. The product is: [Cl:15][C:16]1[CH:17]=[C:18]2[C:22](=[CH:23][CH:24]=1)[NH:21][C:20]([C:25]([NH:2][C@@H:3]1[C:9](=[O:10])[NH:8][C:7]3[CH:11]=[CH:12][CH:13]=[CH:14][C:6]=3[O:5][CH2:4]1)=[O:26])=[CH:19]2. (2) Given the reactants [Cl:1][C:2]1[NH:3][CH:4]=[C:5]([N+:7]([O-:9])=[O:8])[N:6]=1.[CH3:10][N:11]([CH2:23][C:24]1([CH3:27])[CH2:26][O:25]1)[C:12](=[O:22])[O:13][CH2:14][C:15]1[CH:20]=[CH:19][C:18]([F:21])=[CH:17][CH:16]=1.C([O-])(=O)C.[Na+], predict the reaction product. The product is: [Cl:1][C:2]1[N:3]([CH2:27][C:24]([OH:25])([CH3:26])[CH2:23][N:11]([CH3:10])[C:12](=[O:22])[O:13][CH2:14][C:15]2[CH:16]=[CH:17][C:18]([F:21])=[CH:19][CH:20]=2)[CH:4]=[C:5]([N+:7]([O-:9])=[O:8])[N:6]=1. (3) Given the reactants C[O:2][C:3](=[O:23])[CH2:4][C:5]1[N:13]2[C:8]([CH:9]=[CH:10][CH:11]=[CH:12]2)=[C:7]([C:14](=[O:21])[C:15]2[CH:20]=[CH:19][CH:18]=[CH:17][CH:16]=2)[C:6]=1[CH3:22].CO.[OH-].[Li+].Cl, predict the reaction product. The product is: [C:14]([C:7]1[C:6]([CH3:22])=[C:5]([CH2:4][C:3]([OH:23])=[O:2])[N:13]2[C:8]=1[CH:9]=[CH:10][CH:11]=[CH:12]2)(=[O:21])[C:15]1[CH:16]=[CH:17][CH:18]=[CH:19][CH:20]=1. (4) Given the reactants [F:1][C:2]1([F:22])[CH2:5][N:4]([C:6]2[C:7]([O:16][CH2:17][C:18]([F:21])([F:20])[F:19])=[CH:8][C:9]([C:12](=[N:14][OH:15])[NH2:13])=[N:10][CH:11]=2)[CH2:3]1.C([O-])([O-])=O.[K+].[K+].[C:29](Cl)(=O)[C:30]([CH3:33])([CH3:32])[CH3:31], predict the reaction product. The product is: [C:30]([C:33]1[O:15][N:14]=[C:12]([C:9]2[CH:8]=[C:7]([O:16][CH2:17][C:18]([F:20])([F:21])[F:19])[C:6]([N:4]3[CH2:5][C:2]([F:1])([F:22])[CH2:3]3)=[CH:11][N:10]=2)[N:13]=1)([CH3:32])([CH3:31])[CH3:29]. (5) Given the reactants C(OC([N:8]1[CH2:13][CH2:12][CH:11]([C:14]([NH:16][C:17]2[CH:18]=[C:19]([C:23]3[N:28]=[C:27]([C:29]4[C:30]([O:37][CH3:38])=[N:31][C:32]([O:35][CH3:36])=[N:33][CH:34]=4)[CH:26]=[C:25](Cl)[N:24]=3)[CH:20]=[CH:21][CH:22]=2)=[O:15])[CH2:10][CH2:9]1)=O)(C)(C)C.[NH:40]1[CH2:45][CH2:44][O:43][CH2:42][CH2:41]1, predict the reaction product. The product is: [CH3:36][O:35][C:32]1[N:31]=[C:30]([O:37][CH3:38])[C:29]([C:27]2[CH:26]=[C:25]([N:40]3[CH2:45][CH2:44][O:43][CH2:42][CH2:41]3)[N:24]=[C:23]([C:19]3[CH:20]=[CH:21][CH:22]=[C:17]([NH:16][C:14]([CH:11]4[CH2:12][CH2:13][NH:8][CH2:9][CH2:10]4)=[O:15])[CH:18]=3)[N:28]=2)=[CH:34][N:33]=1. (6) The product is: [C:15]([C:19]1[CH:20]=[C:21]([C:10]2[CH:11]=[C:2]([C:37]3[CH:36]=[N:35][CH:40]=[CH:39][CH:38]=3)[C:3]([O:13][CH3:14])=[C:4]([C:5]([O:7][CH3:8])=[O:6])[CH:9]=2)[CH:22]=[C:23]([CH3:25])[CH:24]=1)([CH3:18])([CH3:17])[CH3:16]. Given the reactants Br[C:2]1[C:3]([O:13][CH3:14])=[C:4]([CH:9]=[C:10](I)[CH:11]=1)[C:5]([O:7][CH3:8])=[O:6].[C:15]([C:19]1[CH:20]=[C:21](B(O)O)[CH:22]=[C:23]([CH3:25])[CH:24]=1)([CH3:18])([CH3:17])[CH3:16].C(=O)([O-])[O-].[Na+].[Na+].[N:35]1[CH:40]=[CH:39][CH:38]=[C:37](B(O)O)[CH:36]=1, predict the reaction product. (7) Given the reactants [N:1]1[C:10]2[CH2:9][CH2:8][CH:7]([C:11](OC)=[O:12])[CH2:6][C:5]=2[CH:4]=[CH:3][CH:2]=1.[H-].[H-].[H-].[H-].[Li+].[Al+3], predict the reaction product. The product is: [OH:12][CH2:11][CH:7]1[CH2:8][CH2:9][C:10]2[N:1]=[CH:2][CH:3]=[CH:4][C:5]=2[CH2:6]1. (8) Given the reactants Br[C:2]1[C:3]([CH2:8][C:9]2([OH:25])[C:17]3[C:12](=[CH:13][CH:14]=[C:15](C)[CH:16]=3)[N:11]([CH2:19][CH2:20]C(C)C)[C:10]2=[O:24])=[N:4][CH:5]=[CH:6][CH:7]=1.[Cl:26]C1C=C2C(=CC=1)N(CC)C(=O)C2=O.CC1C=CC=CN=1, predict the reaction product. The product is: [Cl:26][C:15]1[CH:16]=[C:17]2[C:12](=[CH:13][CH:14]=1)[N:11]([CH2:19][CH3:20])[C:10](=[O:24])[C:9]2([OH:25])[CH2:8][C:3]1[CH:2]=[CH:7][CH:6]=[CH:5][N:4]=1. (9) Given the reactants [CH3:1][C:2]1[CH:6]=[C:5]([C:7]2[CH:8]=[CH:9][C:10]3[N:11]([C:13]([CH2:16][NH:17]C(=O)OC(C)(C)C)=[N:14][N:15]=3)[N:12]=2)[O:4][N:3]=1.FC(F)(F)C(O)=O, predict the reaction product. The product is: [CH3:1][C:2]1[CH:6]=[C:5]([C:7]2[CH:8]=[CH:9][C:10]3[N:11]([C:13]([CH2:16][NH2:17])=[N:14][N:15]=3)[N:12]=2)[O:4][N:3]=1.